From a dataset of Experimentally validated miRNA-target interactions with 360,000+ pairs, plus equal number of negative samples. Binary Classification. Given a miRNA mature sequence and a target amino acid sequence, predict their likelihood of interaction. (1) The miRNA is mmu-miR-467d-5p with sequence UAAGUGCGCGCAUGUAUAUGCG. The protein sequence of the target gene is MKLSRQFTVFGSAIFCVVIFSLYLMLDRGHLDYPRGPRQEGSFPQGQLSILQEKIDHLERLLAENNEIISNIRDSVINLSESVEDGPRGSPGNASQGSIHLHSPQLALQADPRDCLFASQSGSQPRDVQMLDVYDLIPFDNPDGGVWKQGFDIKYEADEWDHEPLQVFVVPHSHNDPGWLKTFNDYFRDKTQYIFNNMVLKLKEDSSRKFMWSEISYLAKWWDIIDIPKKEAVKSLLQNGQLEIVTGGWVMPDEATPHYFALIDQLIEGHQWLEKNLGVKPRSGWAIDPFGHSPTMAYLL.... Result: 0 (no interaction). (2) The miRNA is hsa-miR-4724-3p with sequence GUACCUUCUGGUUCAGCUAGU. The protein sequence of the target gene is MGELMAFLLPLIIVLMVKHSDSRTHSLRYFRLGVSDPIHGVPEFISVGYVDSHPITTYDSVTRQKEPRAPWMAENLAPDHWERYTQLLRGWQQMFKVELKRLQRHYNHSGSHTYQRMIGCELLEDGSTTGFLQYAYDGQDFLIFNKDTLSWLAVDNVAHTIKQAWEANQHELLYQKNWLEEECIAWLKRFLEYGKDTLQRTEPPLVRVNRKETFPGVTALFCKAHGFYPPEIYMTWMKNGEEIVQEIDYGDILPSGDGTYQAWASIELDPQSSNLYSCHVEHCGVHMVLQVPQESETIPL.... Result: 0 (no interaction).